This data is from Full USPTO retrosynthesis dataset with 1.9M reactions from patents (1976-2016). The task is: Predict the reactants needed to synthesize the given product. (1) The reactants are: [C:1]([O:5][C:6](=[O:23])[CH2:7][CH:8]([OH:22])[CH2:9][C@H:10]([OH:21])[CH2:11][O:12][C:13](=[O:20])[C:14]1[CH:19]=[CH:18][CH:17]=[CH:16][CH:15]=1)([CH3:4])([CH3:3])[CH3:2].COC(OC)(C)C.C1(C)C=CC(S(O)(=O)=O)=CC=1.C(=O)([O-])O.[Na+]. Given the product [C:1]([O:5][C:6](=[O:23])[CH2:7][C:8](=[O:22])[CH2:9][C@H:10]([OH:21])[CH2:11][O:12][C:13](=[O:20])[C:14]1[CH:15]=[CH:16][CH:17]=[CH:18][CH:19]=1)([CH3:4])([CH3:2])[CH3:3], predict the reactants needed to synthesize it. (2) Given the product [C:72]([CH2:71][CH2:70][CH2:69][N:9]([CH3:8])[C@H:10]([C:14]([NH:16][C@H:17]([C:21]([N:23]([C@@H:25]([C@@H:64]([CH3:67])[CH2:65][CH3:66])[C@H:26]([O:62][CH3:63])[CH2:27][C:28]([N:30]1[CH2:34][CH2:33][CH2:32][C@H:31]1[C@H:35]([O:60][CH3:61])[C@@H:36]([CH3:59])[C:37](=[O:58])[NH:38][C@H:39]([C:47]1[O:48][C:49]([C:52]2[CH:53]=[CH:54][CH:55]=[CH:56][CH:57]=2)=[N:50][N:51]=1)[CH2:40][C:41]1[CH:42]=[CH:43][CH:44]=[CH:45][CH:46]=1)=[O:29])[CH3:24])=[O:22])[CH:18]([CH3:20])[CH3:19])=[O:15])[CH:11]([CH3:12])[CH3:13])([OH:74])=[O:73], predict the reactants needed to synthesize it. The reactants are: FC(F)(F)C(O)=O.[CH3:8][NH:9][C@H:10]([C:14]([NH:16][C@H:17]([C:21]([N:23]([C@@H:25]([C@@H:64]([CH3:67])[CH2:65][CH3:66])[C@H:26]([O:62][CH3:63])[CH2:27][C:28]([N:30]1[CH2:34][CH2:33][CH2:32][C@H:31]1[C@H:35]([O:60][CH3:61])[C@@H:36]([CH3:59])[C:37](=[O:58])[NH:38][C@H:39]([C:47]1[O:48][C:49]([C:52]2[CH:57]=[CH:56][CH:55]=[CH:54][CH:53]=2)=[N:50][N:51]=1)[CH2:40][C:41]1[CH:46]=[CH:45][CH:44]=[CH:43][CH:42]=1)=[O:29])[CH3:24])=[O:22])[CH:18]([CH3:20])[CH3:19])=[O:15])[CH:11]([CH3:13])[CH3:12].O=[CH:69][CH2:70][CH2:71][C:72]([OH:74])=[O:73].C([BH3-])#N.[Na+].O1CCOCC1. (3) Given the product [CH3:1][O:2][C:3]1[C:11]([CH3:12])=[CH:10][CH:9]=[C:8]2[C:4]=1[CH2:5][CH:6]([O:14][C:15]1[CH:20]=[CH:19][C:18]([N+:21]([O-:23])=[O:22])=[CH:17][CH:16]=1)[CH2:7]2, predict the reactants needed to synthesize it. The reactants are: [CH3:1][O:2][C:3]1[C:11]([CH3:12])=[CH:10][CH:9]=[C:8]2[C:4]=1[CH2:5][CH:6]([O:14][C:15]1[CH:20]=[CH:19][C:18]([N+:21]([O-:23])=[O:22])=[CH:17][CH:16]=1)[C:7]2=O.C([SiH](CC)CC)C.FC(F)(F)C(O)=O.C(=O)(O)[O-].[Na+].